Predict the reactants needed to synthesize the given product. From a dataset of Full USPTO retrosynthesis dataset with 1.9M reactions from patents (1976-2016). (1) Given the product [CH3:17][C:11]1[C:12]([NH2:14])=[CH:13][C:8]([CH:5]2[CH2:6][CH2:7][N:2]([CH3:1])[CH2:3][C:4]2([CH3:19])[CH3:18])=[CH:9][N:10]=1, predict the reactants needed to synthesize it. The reactants are: [CH3:1][N:2]1[CH2:7][CH:6]=[C:5]([C:8]2[CH:9]=[N:10][C:11]([CH3:17])=[C:12]([N+:14]([O-])=O)[CH:13]=2)[C:4]([CH3:19])([CH3:18])[CH2:3]1. (2) Given the product [O:19]=[C:7]1[C:8]2[C:13](=[CH:12][C:11]([N:14]3[CH:15]=[CH:16][CH:17]=[CH:18]3)=[CH:10][CH:9]=2)/[C:4](=[CH:3]/[NH:26][CH2:27][CH2:28][CH2:29][C:30]([OH:32])=[O:31])/[C:5](=[O:20])[NH:6]1, predict the reactants needed to synthesize it. The reactants are: CO/[CH:3]=[C:4]1/[C:5](=[O:20])[NH:6][C:7](=[O:19])[C:8]2[C:13]/1=[CH:12][C:11]([N:14]1[CH:18]=[CH:17][CH:16]=[CH:15]1)=[CH:10][CH:9]=2.CN(C)C=O.[NH2:26][CH2:27][CH2:28][CH2:29][C:30]([OH:32])=[O:31]. (3) Given the product [NH2:14][C:8]1[C:7]([C:21]([O:23][CH3:24])=[O:22])=[C:6]2[C:11]([CH:12]3[C:2]([Br:25])([Br:1])[CH:3]3[CH2:4][O:5]2)=[C:10]([F:13])[CH:9]=1, predict the reactants needed to synthesize it. The reactants are: [Br:1][C:2]1([Br:25])[CH:12]2[CH:3]1[CH2:4][O:5][C:6]1[C:11]2=[C:10]([F:13])[CH:9]=[C:8]([NH:14]C(=O)C(C)(C)C)[C:7]=1[C:21]([O:23][CH3:24])=[O:22].S(=O)(=O)(O)O.C([O-])([O-])OC.